This data is from Forward reaction prediction with 1.9M reactions from USPTO patents (1976-2016). The task is: Predict the product of the given reaction. (1) Given the reactants Cl.[N:2]1[N:3]([C:7]2[CH:8]=[C:9]([CH:17]=[CH:18][CH:19]=2)[CH2:10][C@@H:11]2[CH2:16][CH2:15][CH2:14][CH2:13][NH:12]2)[N:4]=[CH:5][CH:6]=1.[N:20]1[N:21]([C:25]2[CH:33]=[CH:32][CH:31]=[CH:30][C:26]=2[C:27](O)=[O:28])[N:22]=[CH:23][CH:24]=1, predict the reaction product. The product is: [N:2]1[N:3]([C:7]2[CH:8]=[C:9]([CH:17]=[CH:18][CH:19]=2)[CH2:10][C@@H:11]2[CH2:16][CH2:15][CH2:14][CH2:13][N:12]2[C:27]([C:26]2[CH:30]=[CH:31][CH:32]=[CH:33][C:25]=2[N:21]2[N:22]=[CH:23][CH:24]=[N:20]2)=[O:28])[N:4]=[CH:5][CH:6]=1. (2) Given the reactants Cl[C:2]1[CH:7]=[C:6]([C:8]2[CH:13]=[C:12]([Cl:14])[CH:11]=[C:10]([Cl:15])[C:9]=2[Cl:16])[N:5]=[C:4]([NH2:17])[N:3]=1.[F:18][C:19]([F:28])([F:27])[C:20]1[CH:25]=[CH:24][C:23]([NH2:26])=[CH:22][CH:21]=1, predict the reaction product. The product is: [Cl:16][C:9]1[C:10]([Cl:15])=[CH:11][C:12]([Cl:14])=[CH:13][C:8]=1[C:6]1[N:5]=[C:4]([NH2:17])[N:3]=[C:2]([NH:26][C:23]2[CH:24]=[CH:25][C:20]([C:19]([F:18])([F:27])[F:28])=[CH:21][CH:22]=2)[CH:7]=1. (3) Given the reactants C(OC(=O)[NH:7][C:8]1[CH:13]=[C:12]([CH3:14])[C:11]([C:15]([F:18])([F:17])[F:16])=[CH:10][C:9]=1[NH:19][C:20](=[O:37])[CH2:21][C:22]([C:24]1[CH:29]=[CH:28][CH:27]=[C:26]([C:30]2[C:31]([CH3:36])=[N:32][CH:33]=[CH:34][CH:35]=2)[CH:25]=1)=O)(C)(C)C.C(O)(C(F)(F)F)=O, predict the reaction product. The product is: [CH3:14][C:12]1[C:11]([C:15]([F:17])([F:16])[F:18])=[CH:10][C:9]2[NH:19][C:20](=[O:37])[CH2:21][C:22]([C:24]3[CH:29]=[CH:28][CH:27]=[C:26]([C:30]4[C:31]([CH3:36])=[N:32][CH:33]=[CH:34][CH:35]=4)[CH:25]=3)=[N:7][C:8]=2[CH:13]=1. (4) Given the reactants [C:1](=[N:14][NH2:15])([C:8]1[CH:13]=[CH:12][CH:11]=[CH:10][CH:9]=1)[C:2]1[CH:7]=[CH:6][CH:5]=[CH:4][CH:3]=1.Br[C:17]1[CH:22]=[CH:21][C:20]([F:23])=[CH:19][CH:18]=1, predict the reaction product. The product is: [C:2]1([C:1]([C:8]2[CH:9]=[CH:10][CH:11]=[CH:12][CH:13]=2)=[N:14][NH:15][C:17]2[CH:22]=[CH:21][C:20]([F:23])=[CH:19][CH:18]=2)[CH:7]=[CH:6][CH:5]=[CH:4][CH:3]=1. (5) Given the reactants C(OC([N:8]1[CH2:13][CH2:12][N:11]([C:14]2[N:15]=[N:16][C:17]([C:27]([F:30])([F:29])[F:28])=[C:18]([C:20]3[CH:25]=[CH:24][CH:23]=[CH:22][C:21]=3[CH3:26])[CH:19]=2)[CH2:10][CH2:9]1)=O)(C)(C)C, predict the reaction product. The product is: [N:11]1([C:14]2[N:15]=[N:16][C:17]([C:27]([F:29])([F:28])[F:30])=[C:18]([C:20]3[CH:25]=[CH:24][CH:23]=[CH:22][C:21]=3[CH3:26])[CH:19]=2)[CH2:10][CH2:9][NH:8][CH2:13][CH2:12]1. (6) Given the reactants [F:1][C:2]([F:30])([F:29])[C:3]([F:28])([C:8]1[CH:13]=[CH:12][C:11]([C:14]([S:16]([C:19]2[CH:20]=[C:21]3[C:25](=[CH:26][CH:27]=2)[CH2:24][CH2:23][CH2:22]3)(=[O:18])=[O:17])=[CH2:15])=[CH:10][CH:9]=1)[C:4]([F:7])([F:6])[F:5].CO[CH2:33][N:34]([CH2:40][C:41]1[CH:46]=[CH:45][CH:44]=[CH:43][CH:42]=1)[CH2:35][Si](C)(C)C, predict the reaction product. The product is: [CH2:40]([N:34]1[CH2:35][CH2:15][C:14]([S:16]([C:19]2[CH:20]=[C:21]3[C:25](=[CH:26][CH:27]=2)[CH2:24][CH2:23][CH2:22]3)(=[O:18])=[O:17])([C:11]2[CH:12]=[CH:13][C:8]([C:3]([F:28])([C:2]([F:29])([F:30])[F:1])[C:4]([F:5])([F:6])[F:7])=[CH:9][CH:10]=2)[CH2:33]1)[C:41]1[CH:46]=[CH:45][CH:44]=[CH:43][CH:42]=1. (7) Given the reactants [NH:1]1[CH2:6][CH2:5][CH:4]([CH2:7][CH2:8][NH:9][C:10](=O)OC(C)(C)C)[CH2:3][CH2:2]1.N1(CCNC(=O)OC(C)(C)C)CCNCC1.Br[C:34]1[C:43]2[C:38](=[CH:39][CH:40]=[C:41]([O:44][CH3:45])[CH:42]=2)[N:37]=[CH:36][C:35]=1[F:46].BrC1C(F)=CN=C2C=1N=C(OC)C=C2.[O:61]=[C:62]1[CH2:67][O:66][C:65]2[CH:68]=[CH:69][C:70](C=O)=[N:71][C:64]=2[NH:63]1.O=C1CSC2C=CC(C=O)=NC=2N1, predict the reaction product. The product is: [F:46][C:35]1[CH:36]=[N:37][C:38]2[C:43]([C:34]=1[N:1]1[CH2:2][CH2:3][CH:4]([CH2:7][CH2:8][NH:9][CH2:10][C:70]3[CH:69]=[CH:68][C:65]4[O:66][CH2:67][C:62](=[O:61])[NH:63][C:64]=4[N:71]=3)[CH2:5][CH2:6]1)=[CH:42][C:41]([O:44][CH3:45])=[CH:40][CH:39]=2. (8) Given the reactants [Br:1][C:2]1[C:7]([OH:8])=[CH:6][CH:5]=[C:4]([CH2:9][OH:10])[N:3]=1.[C:11]([O-])([O-])=O.[K+].[K+].IC, predict the reaction product. The product is: [Br:1][C:2]1[N:3]=[C:4]([CH2:9][OH:10])[CH:5]=[CH:6][C:7]=1[O:8][CH3:11]. (9) Given the reactants [CH3:1][O:2][C:3](=[O:12])[C:4]1[CH:9]=[C:8]([Br:10])[CH:7]=[CH:6][C:5]=1[OH:11].[CH2:13](O)[C:14]1[CH:19]=[CH:18][CH:17]=[CH:16][CH:15]=1.C1(P(C2C=CC=CC=2)C2C=CC=CC=2)C=CC=CC=1.N(C(OC(C)C)=O)=NC(OC(C)C)=O, predict the reaction product. The product is: [CH3:1][O:2][C:3](=[O:12])[C:4]1[CH:9]=[C:8]([Br:10])[CH:7]=[CH:6][C:5]=1[O:11][CH2:13][C:14]1[CH:19]=[CH:18][CH:17]=[CH:16][CH:15]=1. (10) Given the reactants Br[C:2]1[C:11]2[C:6](=[CH:7][CH:8]=[CH:9][CH:10]=2)[CH:5]=[CH:4][CH:3]=1.[CH3:12][O:13][C:14]1[CH:15]=[C:16]2[C:21](=[CH:22][CH:23]=1)[NH:20][CH2:19][CH2:18][CH2:17]2.C([O-])([O-])=O.[Cs+].[Cs+].CC(C1C=C(C(C)C)C(C2C=CC=CC=2P(C2CCCCC2)C2CCCCC2)=C(C(C)C)C=1)C, predict the reaction product. The product is: [CH3:12][O:13][C:14]1[CH:15]=[C:16]2[C:21](=[CH:22][CH:23]=1)[N:20]([C:2]1[C:11]3[C:6](=[CH:7][CH:8]=[CH:9][CH:10]=3)[CH:5]=[CH:4][CH:3]=1)[CH2:19][CH2:18][CH2:17]2.